Dataset: NCI-60 drug combinations with 297,098 pairs across 59 cell lines. Task: Regression. Given two drug SMILES strings and cell line genomic features, predict the synergy score measuring deviation from expected non-interaction effect. (1) Cell line: PC-3. Drug 1: C1=CC(=CC=C1CCCC(=O)O)N(CCCl)CCCl. Synergy scores: CSS=29.4, Synergy_ZIP=-6.26, Synergy_Bliss=-0.327, Synergy_Loewe=-8.58, Synergy_HSA=3.94. Drug 2: CC1=C(C(=CC=C1)Cl)NC(=O)C2=CN=C(S2)NC3=CC(=NC(=N3)C)N4CCN(CC4)CCO. (2) Drug 1: CN(C)C1=NC(=NC(=N1)N(C)C)N(C)C. Drug 2: C1=NC2=C(N=C(N=C2N1C3C(C(C(O3)CO)O)O)F)N. Cell line: SF-268. Synergy scores: CSS=-8.74, Synergy_ZIP=2.02, Synergy_Bliss=-4.03, Synergy_Loewe=-9.64, Synergy_HSA=-9.78. (3) Drug 1: C1=CC(=CC=C1CCC2=CNC3=C2C(=O)NC(=N3)N)C(=O)NC(CCC(=O)O)C(=O)O. Cell line: BT-549. Synergy scores: CSS=14.3, Synergy_ZIP=-0.133, Synergy_Bliss=5.03, Synergy_Loewe=-6.09, Synergy_HSA=3.98. Drug 2: CN(C)N=NC1=C(NC=N1)C(=O)N. (4) Drug 1: CS(=O)(=O)OCCCCOS(=O)(=O)C. Drug 2: CC(C)(C#N)C1=CC(=CC(=C1)CN2C=NC=N2)C(C)(C)C#N. Cell line: NCI-H522. Synergy scores: CSS=8.58, Synergy_ZIP=1.55, Synergy_Bliss=-1.46, Synergy_Loewe=0.414, Synergy_HSA=0.123. (5) Drug 1: CC1=C(N=C(N=C1N)C(CC(=O)N)NCC(C(=O)N)N)C(=O)NC(C(C2=CN=CN2)OC3C(C(C(C(O3)CO)O)O)OC4C(C(C(C(O4)CO)O)OC(=O)N)O)C(=O)NC(C)C(C(C)C(=O)NC(C(C)O)C(=O)NCCC5=NC(=CS5)C6=NC(=CS6)C(=O)NCCC[S+](C)C)O. Drug 2: CC12CCC3C(C1CCC2O)C(CC4=C3C=CC(=C4)O)CCCCCCCCCS(=O)CCCC(C(F)(F)F)(F)F. Cell line: PC-3. Synergy scores: CSS=9.24, Synergy_ZIP=-8.95, Synergy_Bliss=-5.51, Synergy_Loewe=-7.19, Synergy_HSA=-3.26.